Dataset: Full USPTO retrosynthesis dataset with 1.9M reactions from patents (1976-2016). Task: Predict the reactants needed to synthesize the given product. (1) Given the product [OH:40][C@H:39]([CH2:38][OH:37])[CH2:41][N:16]1[CH2:15][CH2:14][C:13]2[CH:12]=[CH:11][C:10]([C:20]3[N:24]=[C:23]([C:25]4[CH:26]=[C:27]([C:35]#[N:36])[C:28]([NH:31][CH2:32][CH2:33][CH3:34])=[N:29][CH:30]=4)[O:22][N:21]=3)=[C:9]([CH3:8])[C:19]=2[CH2:18][CH2:17]1, predict the reactants needed to synthesize it. The reactants are: FC(F)(F)C(O)=O.[CH3:8][C:9]1[C:19]2[CH2:18][CH2:17][NH:16][CH2:15][CH2:14][C:13]=2[CH:12]=[CH:11][C:10]=1[C:20]1[N:24]=[C:23]([C:25]2[CH:26]=[C:27]([C:35]#[N:36])[C:28]([NH:31][CH2:32][CH2:33][CH3:34])=[N:29][CH:30]=2)[O:22][N:21]=1.[O:37]=[CH:38][C@@H:39]([CH2:41]O)[OH:40].C(O)(=O)C.C(O[BH-](OC(=O)C)OC(=O)C)(=O)C.[Na+]. (2) Given the product [CH2:1]([O:3][CH2:4][C:5]1[N:6]([NH:18][CH:19]([CH3:20])[CH3:21])[C:7]2[C:16]3[N:15]=[CH:14][CH:13]=[CH:12][C:11]=3[N:10]=[CH:9][C:8]=2[N:17]=1)[CH3:2], predict the reactants needed to synthesize it. The reactants are: [CH2:1]([O:3][CH2:4][C:5]1[N:6]([N:18]=[C:19]([CH3:21])[CH3:20])[C:7]2[C:16]3[N:15]=[CH:14][CH:13]=[CH:12][C:11]=3[N:10]=[CH:9][C:8]=2[N:17]=1)[CH3:2].[BH4-].[Na+]. (3) Given the product [C:51]([C@@H:49]([C@H:47]([C:46]([OH:55])=[O:54])[OH:48])[OH:50])([OH:53])=[O:52].[C:12]([NH:8][C:6](=[O:7])[O:13][CH2:14][C:15]1[CH:20]=[CH:19][CH:18]=[C:17]([C:21]2[CH:22]=[N:23][C:24]([N:27]3[CH2:32][CH2:31][N:30]([C:33](=[O:37])[CH2:34][O:35][CH3:36])[CH2:29][CH2:28]3)=[N:25][CH:26]=2)[CH:16]=1)(=[NH:11])[NH2:42], predict the reactants needed to synthesize it. The reactants are: C1N=CN([C:6]([N:8]2[CH:12]=[N:11]C=C2)=[O:7])C=1.[OH:13][CH2:14][C:15]1[CH:16]=[C:17]([C:21]2[CH:22]=[N:23][C:24]([N:27]3[CH2:32][CH2:31][N:30]([C:33](=[O:37])[CH2:34][O:35][CH3:36])[CH2:29][CH2:28]3)=[N:25][CH:26]=2)[CH:18]=[CH:19][CH:20]=1.C(=O)(O)O.[NH2:42]C(N)=N.[C:46]([OH:55])(=[O:54])[C@@H:47]([C@H:49]([C:51]([OH:53])=[O:52])[OH:50])[OH:48]. (4) The reactants are: [F:1][C:2]1[CH:7]=[CH:6][C:5]([NH:8][C:9]([C@H:11]2[CH2:15][CH2:14][N:13]([C:16](=[O:20])[C:17]([O-:19])=[O:18])[C@H:12]2[CH3:21])=[O:10])=[CH:4][C:3]=1[CH3:22].[OH-].[Na+]. Given the product [F:1][C:2]1[CH:7]=[CH:6][C:5]([NH:8][C:9]([C@H:11]2[CH2:15][CH2:14][N:13]([C:16](=[O:20])[C:17]([OH:19])=[O:18])[C@H:12]2[CH3:21])=[O:10])=[CH:4][C:3]=1[CH3:22], predict the reactants needed to synthesize it. (5) Given the product [Cl-:1].[Cl-:1].[CH3:2][C:3]([CH3:32])([CH3:31])[CH2:4][C:5]1[N:6]=[C:7]([CH:16]([F:30])[CH2:17][C:18]2[CH:23]=[CH:22][C:21]([C:24]3[CH:29]=[CH:28][CH:27]=[CH:26][NH+:25]=3)=[CH:20][CH:19]=2)[NH2+:8][CH:9]=1, predict the reactants needed to synthesize it. The reactants are: [ClH:1].[CH3:2][C:3]([CH3:32])([CH3:31])[CH2:4][C:5]1[N:6]=[C:7]([CH:16]([F:30])[CH2:17][C:18]2[CH:23]=[CH:22][C:21]([C:24]3[CH:29]=[CH:28][CH:27]=[CH:26][N:25]=3)=[CH:20][CH:19]=2)[N:8](S(N(C)C)(=O)=O)[CH:9]=1. (6) Given the product [OH:1][C:2]1[CH:10]=[C:6]2[C:5](=[CH:4][CH:3]=1)[N:11]=[CH:22][NH:21][C:7]2=[O:8], predict the reactants needed to synthesize it. The reactants are: [OH:1][C:2]1[CH:10]=[C:6]([C:7](O)=[O:8])[C:5]([NH2:11])=[CH:4][CH:3]=1.C([O-])([O-])OC.C([O-])(=O)C.[NH4+:21].[CH3:22]O. (7) Given the product [NH2:16][C:15]1[NH:17][C:10]([CH3:12])=[C:4]([CH:1]([CH3:3])[CH3:2])[C:5](=[O:6])[N:14]=1, predict the reactants needed to synthesize it. The reactants are: [CH:1]([CH:4]([C:10]([CH3:12])=O)[C:5](OCC)=[O:6])([CH3:3])[CH3:2].Cl.[NH2:14][C:15]([NH2:17])=[NH:16].C[O-].[Na+].